From a dataset of Catalyst prediction with 721,799 reactions and 888 catalyst types from USPTO. Predict which catalyst facilitates the given reaction. (1) Reactant: [F:1][C:2]1[CH:3]=[C:4]([NH:24][C:25]([C:27]2[C:28](=[O:41])[N:29]([C:34]3[CH:39]=[CH:38][C:37]([F:40])=[CH:36][CH:35]=3)[CH:30]=[CH:31][C:32]=2I)=[O:26])[CH:5]=[CH:6][C:7]=1[O:8][C:9]1[CH:14]=[CH:13][N:12]=[C:11]2[CH:15]=[C:16]([C:18]3[CH:23]=[CH:22][CH:21]=[CH:20][CH:19]=3)[O:17][C:10]=12.CC(O)C.[CH3:46][NH2:47]. Product: [F:1][C:2]1[CH:3]=[C:4]([NH:24][C:25]([C:27]2[C:28](=[O:41])[N:29]([C:34]3[CH:39]=[CH:38][C:37]([F:40])=[CH:36][CH:35]=3)[CH:30]=[CH:31][C:32]=2[NH:47][CH3:46])=[O:26])[CH:5]=[CH:6][C:7]=1[O:8][C:9]1[CH:14]=[CH:13][N:12]=[C:11]2[CH:15]=[C:16]([C:18]3[CH:23]=[CH:22][CH:21]=[CH:20][CH:19]=3)[O:17][C:10]=12. The catalyst class is: 6. (2) Reactant: [NH2:1][C:2]1[CH:3]=[C:4]([CH:14]=[CH:15][C:16]=1[O:17][CH3:18])[C:5]([NH:7][C:8]1[CH:13]=[CH:12][CH:11]=[CH:10][CH:9]=1)=[O:6].[Cl:19][C:20]1[CH:21]=[C:22]([N:27]=[C:28]=[S:29])[CH:23]=[C:24]([Cl:26])[CH:25]=1. Product: [Cl:19][C:20]1[CH:21]=[C:22]([NH:27][C:28](=[S:29])[NH:1][C:2]2[CH:3]=[C:4]([CH:14]=[CH:15][C:16]=2[O:17][CH3:18])[C:5]([NH:7][C:8]2[CH:13]=[CH:12][CH:11]=[CH:10][CH:9]=2)=[O:6])[CH:23]=[C:24]([Cl:26])[CH:25]=1. The catalyst class is: 13. (3) Reactant: [NH2:1][C:2]1[CH:3]=[CH:4][C:5]([S:12](=[O:25])(=[O:24])[NH:13][C:14]2[CH:15]=[CH:16][C:17]3[CH2:21][O:20][B:19]([OH:22])[C:18]=3[CH:23]=2)=[C:6]([CH2:8][C:9]([OH:11])=O)[CH:7]=1.[CH2:26]([NH:30][CH3:31])[CH2:27][CH2:28][CH3:29].C1CN([P+](ON2N=NC3C=CC=CC2=3)(N2CCCC2)N2CCCC2)CC1.F[P-](F)(F)(F)(F)F.O. Product: [NH2:1][C:2]1[CH:3]=[CH:4][C:5]([S:12](=[O:24])(=[O:25])[NH:13][C:14]2[CH:15]=[CH:16][C:17]3[CH2:21][O:20][B:19]([OH:22])[C:18]=3[CH:23]=2)=[C:6]([CH2:8][C:9]([N:30]([CH2:26][CH2:27][CH2:28][CH3:29])[CH3:31])=[O:11])[CH:7]=1. The catalyst class is: 3.